This data is from Reaction yield outcomes from USPTO patents with 853,638 reactions. The task is: Predict the reaction yield, written as a fraction of the theoretical maximum amount of product (1.0 means a 100% yield; for example, 0.34 means a 34% yield). The reactants are [C:1]([CH:3]([C:11]1[C:16]([C:17]([F:20])([F:19])[F:18])=[CH:15][C:14]([N+:21]([O-:23])=[O:22])=[CH:13][N:12]=1)C(OC(C)(C)C)=O)#[N:2].Cl.CC(=O)OCC. The catalyst is CO. The product is [N+:21]([C:14]1[CH:15]=[C:16]([C:17]([F:20])([F:18])[F:19])[C:11]([CH2:3][C:1]#[N:2])=[N:12][CH:13]=1)([O-:23])=[O:22]. The yield is 0.840.